This data is from Catalyst prediction with 721,799 reactions and 888 catalyst types from USPTO. The task is: Predict which catalyst facilitates the given reaction. (1) Reactant: O=[C:2]1[C:5](=[O:6])[C:4]([O-:7])=[C:3]1[CH:8]=[C:9]1[C:17]([CH3:19])([CH3:18])[C:16]2[C:11](=[CH:12][CH:13]=[CH:14][CH:15]=2)[N:10]1[CH2:20][CH2:21][CH2:22][CH2:23][CH2:24][C:25]([OH:27])=[O:26].[CH2:28]([NH+:30]([CH2:33][CH3:34])[CH2:31][CH3:32])[CH3:29].[C:35](#[N:39])[CH2:36][C:37]#[N:38]. Product: [C:37]([C:36]([C:35]#[N:39])=[C:2]1[C:5](=[O:6])[C:4]([O-:7])=[C:3]1[CH:8]=[C:9]1[C:17]([CH3:19])([CH3:18])[C:16]2[C:11](=[CH:12][CH:13]=[CH:14][CH:15]=2)[N:10]1[CH2:20][CH2:21][CH2:22][CH2:23][CH2:24][C:25]([OH:27])=[O:26])#[N:38].[CH2:28]([NH+:30]([CH2:33][CH3:34])[CH2:31][CH3:32])[CH3:29]. The catalyst class is: 8. (2) Reactant: CC(OI1(OC(C)=O)(OC(C)=O)OC(=O)C2C=CC=CC1=2)=O.[C:23]([O:27][C:28]([N:30]([C:55]([O:57][C:58]([CH3:61])([CH3:60])[CH3:59])=[O:56])[C:31]1[C:32]2[C:39]([I:40])=[CH:38][N:37]([C@@H:41]3[CH2:45][N:44]([C:46]([O:48][C:49]([CH3:52])([CH3:51])[CH3:50])=[O:47])[C@H:43]([CH2:53][OH:54])[CH2:42]3)[C:33]=2[N:34]=[CH:35][N:36]=1)=[O:29])([CH3:26])([CH3:25])[CH3:24].O. Product: [C:23]([O:27][C:28]([N:30]([C:55]([O:57][C:58]([CH3:61])([CH3:60])[CH3:59])=[O:56])[C:31]1[C:32]2[C:39]([I:40])=[CH:38][N:37]([C@@H:41]3[CH2:45][N:44]([C:46]([O:48][C:49]([CH3:50])([CH3:51])[CH3:52])=[O:47])[C@H:43]([CH:53]=[O:54])[CH2:42]3)[C:33]=2[N:34]=[CH:35][N:36]=1)=[O:29])([CH3:24])([CH3:25])[CH3:26]. The catalyst class is: 2. (3) Reactant: CN1C(=O)CCC1.[CH:8]1([NH:11][C:12]([C:14]2[CH:19]=[CH:18][C:17]([C:20]3[N:24]4[CH:25]=[C:26]([C:33]([NH2:35])=[O:34])[N:27]=[C:28](S(C)(=O)=O)[C:23]4=[N:22][CH:21]=3)=[CH:16][CH:15]=2)=[O:13])[CH2:10][CH2:9]1.[O:36]1[CH2:41][CH2:40][CH:39]([CH2:42][NH2:43])[CH2:38][CH2:37]1.O. Product: [CH:8]1([NH:11][C:12]([C:14]2[CH:19]=[CH:18][C:17]([C:20]3[N:24]4[CH:25]=[C:26]([C:33]([NH2:35])=[O:34])[N:27]=[C:28]([NH:43][CH2:42][CH:39]5[CH2:40][CH2:41][O:36][CH2:37][CH2:38]5)[C:23]4=[N:22][CH:21]=3)=[CH:16][CH:15]=2)=[O:13])[CH2:10][CH2:9]1. The catalyst class is: 13. (4) Reactant: [CH2:1]1[C:10]2[C:5](=[CH:6][CH:7]=[CH:8][CH:9]=2)[CH2:4][CH2:3][NH:2]1.C(N(C(C)C)CC)(C)C.C([O:27][N:28]1[C:37]2[C:32](=[CH:33][CH:34]=[CH:35][N:36]=2)[C:31]([C:38](O)=[O:39])=[CH:30][C:29]1=[O:41])C1C=CC=CC=1.F[P-](F)(F)(F)(F)F.N1(O[P+](N(C)C)(N(C)C)N(C)C)C2C=CC=CC=2N=N1. Product: [CH2:1]1[C:10]2[C:5](=[CH:6][CH:7]=[CH:8][CH:9]=2)[CH2:4][CH2:3][N:2]1[C:38]([C:31]1[C:32]2[C:37](=[N:36][CH:35]=[CH:34][CH:33]=2)[N:28]([OH:27])[C:29](=[O:41])[CH:30]=1)=[O:39]. The catalyst class is: 18. (5) Reactant: [C:1]12([C:11]3[CH:16]=[CH:15][C:14]([NH:17]C(=O)OC(C)(C)C)=[CH:13][CH:12]=3)[CH2:10][CH:5]3[CH2:6][CH:7]([CH2:9][CH:3]([CH2:4]3)[CH2:2]1)[CH2:8]2.Cl.C(OCC)(=O)C. Product: [C:1]12([C:11]3[CH:12]=[CH:13][C:14]([NH2:17])=[CH:15][CH:16]=3)[CH2:2][CH:3]3[CH2:4][CH:5]([CH2:6][CH:7]([CH2:9]3)[CH2:8]1)[CH2:10]2. The catalyst class is: 13. (6) Reactant: [Cl:1][C:2]1[CH:3]=[C:4]([C:9]([C:22]([F:25])([F:24])[F:23])=[CH:10][C:11]([C:13]2[CH:21]=[CH:20][C:16]([C:17]([OH:19])=O)=[CH:15][CH:14]=2)=[O:12])[CH:5]=[C:6]([Cl:8])[CH:7]=1.CN(C)C=O.S(Cl)([Cl:33])=O. Product: [Cl:8][C:6]1[CH:5]=[C:4]([C:9]([C:22]([F:25])([F:24])[F:23])=[CH:10][C:11]([C:13]2[CH:21]=[CH:20][C:16]([C:17]([Cl:33])=[O:19])=[CH:15][CH:14]=2)=[O:12])[CH:3]=[C:2]([Cl:1])[CH:7]=1. The catalyst class is: 11. (7) Reactant: [Br:1][C:2]1[CH:9]=[CH:8][C:5]([CH2:6]Br)=[C:4]([F:10])[CH:3]=1.[C-:11]#[N:12].[Na+]. Product: [Br:1][C:2]1[CH:9]=[CH:8][C:5]([CH2:6][C:11]#[N:12])=[C:4]([F:10])[CH:3]=1. The catalyst class is: 3. (8) Reactant: Cl[C:2]1[CH:7]=[C:6]([N:8]2[CH2:13][CH2:12][O:11][CH:10]([C:14]3[NH:15][CH:16]=[C:17]([C:19]4[CH:24]=[CH:23][CH:22]=[CH:21][CH:20]=4)[N:18]=3)[CH2:9]2)[N:5]=[C:4]([NH2:25])[N:3]=1.[F:26][C:27]1[CH:34]=[C:33](B2OC(C)(C)C(C)(C)O2)[CH:32]=[CH:31][C:28]=1[C:29]#[N:30].C([O-])([O-])=O.[Na+].[Na+]. Product: [NH2:25][C:4]1[N:3]=[C:2]([C:33]2[CH:32]=[CH:31][C:28]([C:29]#[N:30])=[C:27]([F:26])[CH:34]=2)[CH:7]=[C:6]([N:8]2[CH2:13][CH2:12][O:11][CH:10]([C:14]3[NH:15][CH:16]=[C:17]([C:19]4[CH:24]=[CH:23][CH:22]=[CH:21][CH:20]=4)[N:18]=3)[CH2:9]2)[N:5]=1. The catalyst class is: 70. (9) Reactant: [N+:1]([C:4]1[CH:9]=[CH:8][C:7]([N:10]([CH2:18][CH2:19][C:20]2[N:21]=[CH:22][S:23][CH:24]=2)[C:11](=[O:17])[O:12][C:13]([CH3:16])([CH3:15])[CH3:14])=[CH:6][CH:5]=1)([O-])=O.[H][H]. Product: [NH2:1][C:4]1[CH:9]=[CH:8][C:7]([N:10]([CH2:18][CH2:19][C:20]2[N:21]=[CH:22][S:23][CH:24]=2)[C:11](=[O:17])[O:12][C:13]([CH3:14])([CH3:15])[CH3:16])=[CH:6][CH:5]=1. The catalyst class is: 19. (10) Reactant: [F:1][C:2]1[CH:7]=[CH:6][CH:5]=[C:4]([F:8])[C:3]=1[N:9]1[C:13]2[N:14]([CH3:30])[C:15](=[O:29])[C:16]([C:18]3[CH:19]=[C:20]([CH:24]=[CH:25][C:26]=3[CH2:27][OH:28])[C:21]([OH:23])=O)=[CH:17][C:12]=2[CH:11]=[N:10]1.[CH:31]1([NH2:34])[CH2:33][CH2:32]1.CN(C(ON1N=NC2C=CC=NC1=2)=[N+](C)C)C.F[P-](F)(F)(F)(F)F. Product: [CH:31]1([NH:34][C:21](=[O:23])[C:20]2[CH:24]=[CH:25][C:26]([CH2:27][OH:28])=[C:18]([C:16]3[C:15](=[O:29])[N:14]([CH3:30])[C:13]4[N:9]([C:3]5[C:4]([F:8])=[CH:5][CH:6]=[CH:7][C:2]=5[F:1])[N:10]=[CH:11][C:12]=4[CH:17]=3)[CH:19]=2)[CH2:33][CH2:32]1. The catalyst class is: 1.